This data is from Forward reaction prediction with 1.9M reactions from USPTO patents (1976-2016). The task is: Predict the product of the given reaction. (1) The product is: [I:1][C:2]1[CH:3]=[N:4][N:5]([CH:7]2[CH2:8][CH:9]([OH:11])[CH2:10]2)[CH:6]=1. Given the reactants [I:1][C:2]1[CH:3]=[N:4][N:5]([CH:7]2[CH2:10][C:9](=[O:11])[CH2:8]2)[CH:6]=1.[BH4-].[Na+].C(O)C, predict the reaction product. (2) Given the reactants Cl[C:2]1C(F)=CC(F)=C([CH:14]=1)C(NS(C)(=O)=O)=O.[Cl:17][C:18]1[C:19](F)=[CH:20][C:21]([F:33])=[C:22]([CH:32]=1)[C:23]([NH:25][S:26](=[O:31])(=[O:30])[N:27]([CH3:29])[CH3:28])=[O:24].[C:35]12(CO)CC3CC(CC(C3)C1)C2.[CH:47]1([CH2:52][CH2:53][OH:54])[CH2:51][CH2:50][CH2:49]C1, predict the reaction product. The product is: [Cl:17][C:18]1[C:19]([O:54][C@H:53]2[CH2:52][CH2:47][C@H:51]([CH:50]([CH3:49])[CH3:35])[CH2:14][CH2:2]2)=[CH:20][C:21]([F:33])=[C:22]([CH:32]=1)[C:23]([NH:25][S:26](=[O:31])(=[O:30])[N:27]([CH3:29])[CH3:28])=[O:24]. (3) Given the reactants [Br:1][C:2]1[CH:3]=[N:4][C:5]([N:12]2[CH:16]=N[CH:14]=[N:13]2)=[C:6]([CH:11]=1)[C:7]([O:9][CH3:10])=[O:8].N1C=C[CH:19]=N1, predict the reaction product. The product is: [Br:1][C:2]1[CH:3]=[N:4][C:5]([N:12]2[CH:16]=[CH:19][CH:14]=[N:13]2)=[C:6]([CH:11]=1)[C:7]([O:9][CH3:10])=[O:8].